From a dataset of Acute oral toxicity (LD50) regression data from Zhu et al.. Regression/Classification. Given a drug SMILES string, predict its toxicity properties. Task type varies by dataset: regression for continuous values (e.g., LD50, hERG inhibition percentage) or binary classification for toxic/non-toxic outcomes (e.g., AMES mutagenicity, cardiotoxicity, hepatotoxicity). Dataset: ld50_zhu. (1) The molecule is OCC(CO)(CO)CO. The rat oral LD50 is 0.844, given as -log10 of the dose in mol/kg body weight (higher means more acutely toxic). (2) The drug is CCC1(c2ccccc2)CCC(=O)NC1=O. The rat oral LD50 is 2.56, given as -log10 of the dose in mol/kg body weight (higher means more acutely toxic). (3) The compound is O=C(CN1CCNCC1)NN=Cc1ccc([N+](=O)[O-])o1. The rat oral LD50 is 2.97, given as -log10 of the dose in mol/kg body weight (higher means more acutely toxic). (4) The molecule is CCCCCCCC(=O)Oc1c(Br)cc(C#N)cc1Br. The rat oral LD50 is 3.21, given as -log10 of the dose in mol/kg body weight (higher means more acutely toxic). (5) The molecule is CCc1ccc(C)[n+]([O-])c1. The rat oral LD50 is 1.84, given as -log10 of the dose in mol/kg body weight (higher means more acutely toxic). (6) The molecule is CCOc1ccc([N+](=O)[O-])cc1CNCCO. The rat oral LD50 is 3.98, given as -log10 of the dose in mol/kg body weight (higher means more acutely toxic). (7) The compound is CNC(=C[N+](=O)[O-])NCCSCc1ccc(CN(C)C)o1. The rat oral LD50 is 1.88, given as -log10 of the dose in mol/kg body weight (higher means more acutely toxic).